From a dataset of Catalyst prediction with 721,799 reactions and 888 catalyst types from USPTO. Predict which catalyst facilitates the given reaction. Reactant: [NH2:1][C@H:2]1[C@@H:6]2[O:7][C:8]([CH3:11])([CH3:10])[O:9][C@@H:5]2[C@@H:4]([O:12][CH2:13][C:14](OC(C)(C)C)=[O:15])[CH2:3]1.[BH4-].[Li+].C(O)(=O)C.C(=O)([O-])[O-].[K+].[K+]. Product: [NH2:1][C@H:2]1[C@@H:6]2[O:7][C:8]([CH3:10])([CH3:11])[O:9][C@@H:5]2[C@@H:4]([O:12][CH2:13][CH2:14][OH:15])[CH2:3]1. The catalyst class is: 4.